From a dataset of Reaction yield outcomes from USPTO patents with 853,638 reactions. Predict the reaction yield, written as a fraction of the theoretical maximum amount of product (1.0 means a 100% yield; for example, 0.34 means a 34% yield). (1) The reactants are Br[C:2]1[CH:3]=[C:4]2[C:8](=[CH:9][CH:10]=1)[NH:7][C:6](=[O:11])[C:5]2([CH3:13])[CH3:12].[N+:14]([C:17]1[CH:18]=[C:19](B(O)O)[CH:20]=[CH:21][CH:22]=1)([O-:16])=[O:15].C(=O)([O-])[O-].[K+].[K+].[Cl-].[NH4+]. The product is [CH3:12][C:5]1([CH3:13])[C:4]2[C:8](=[CH:9][CH:10]=[C:2]([C:21]3[CH:20]=[CH:19][CH:18]=[C:17]([N+:14]([O-:16])=[O:15])[CH:22]=3)[CH:3]=2)[NH:7][C:6]1=[O:11]. The catalyst is C(COC)OC.O.C1C=CC([P]([Pd]([P](C2C=CC=CC=2)(C2C=CC=CC=2)C2C=CC=CC=2)([P](C2C=CC=CC=2)(C2C=CC=CC=2)C2C=CC=CC=2)[P](C2C=CC=CC=2)(C2C=CC=CC=2)C2C=CC=CC=2)(C2C=CC=CC=2)C2C=CC=CC=2)=CC=1.CCOC(C)=O. The yield is 0.670. (2) The reactants are FC1(F)CC1CN1CCN(C2SC(C(OCC)=O)=C(C)N=2)C1=O.[CH:24]1([CH2:27][N:28]2[C:32](=[O:33])[N:31]([C:34]3[S:35][C:36]([C:40]([O:42]CC)=[O:41])=[C:37]([CH3:39])[N:38]=3)[CH:30]=[N:29]2)[CH2:26][CH2:25]1. No catalyst specified. The product is [CH:24]1([CH2:27][N:28]2[C:32](=[O:33])[N:31]([C:34]3[S:35][C:36]([C:40]([OH:42])=[O:41])=[C:37]([CH3:39])[N:38]=3)[CH:30]=[N:29]2)[CH2:25][CH2:26]1. The yield is 0.920. (3) The reactants are [H-].[Na+].[Cl:3][C:4]1[NH:8][C:7]2[CH:9]=[CH:10][CH:11]=[CH:12][C:6]=2[N:5]=1.Cl[CH2:14][O:15][CH2:16][CH2:17][Si:18]([CH3:21])([CH3:20])[CH3:19]. The catalyst is CN(C=O)C. The product is [Cl:3][C:4]1[N:8]([CH2:14][O:15][CH2:16][CH2:17][Si:18]([CH3:21])([CH3:20])[CH3:19])[C:7]2[CH:9]=[CH:10][CH:11]=[CH:12][C:6]=2[N:5]=1. The yield is 0.800. (4) The reactants are C(OC(C1C(F)=CC(OCC2(F)CCN(C(OC(C)(C)C)=O)CC2)=C(C2CC2)C=1)=O)(C)(C)C.[Cl:34][C:35]1[CH:36]=[CH:37][C:38]([C:68]([F:71])([F:70])[F:69])=[C:39]([CH:67]=1)[CH2:40][N:41]1[CH2:46][CH2:45][C:44]([CH2:48][O:49][C:50]2[C:62]([CH:63]3[CH2:65][CH2:64]3)=[CH:61][C:53]([C:54]([O:56]C(C)(C)C)=[O:55])=[C:52]([F:66])[CH:51]=2)([F:47])[CH2:43][CH2:42]1. No catalyst specified. The product is [Cl:34][C:35]1[CH:36]=[CH:37][C:38]([C:68]([F:71])([F:70])[F:69])=[C:39]([CH:67]=1)[CH2:40][N:41]1[CH2:42][CH2:43][C:44]([CH2:48][O:49][C:50]2[C:62]([CH:63]3[CH2:65][CH2:64]3)=[CH:61][C:53]([C:54]([OH:56])=[O:55])=[C:52]([F:66])[CH:51]=2)([F:47])[CH2:45][CH2:46]1. The yield is 0.880. (5) The reactants are [C:1]1(=[O:10])[C:9]2[C:4](=[CH:5][CH:6]=[CH:7][CH:8]=2)[CH2:3][O:2]1.[N+:11]([O-])([O-:13])=[O:12].[K+]. The catalyst is OS(O)(=O)=O. The product is [N+:11]([C:7]1[CH:8]=[C:9]2[C:4]([CH2:3][O:2][C:1]2=[O:10])=[CH:5][CH:6]=1)([O-:13])=[O:12]. The yield is 0.800. (6) The reactants are [C:1]([N:4]1[C:13]2[C:8](=[CH:9][C:10]([C:14]#[N:15])=[CH:11][CH:12]=2)[C@H:7]([NH:16][C:17]2[CH:22]=[CH:21][CH:20]=C(CO[Si](C(C)(C)C)(C)C)N=2)[C@@H:6]([CH3:32])[C@@H:5]1[CH:33]1[CH2:35][CH2:34]1)(=[O:3])[CH3:2].C(N1C2C(=CC(C#N)=CC=2)[C@H](N)[C@@H](C)[C@@H]1C1CC1)(=O)C.BrC1[CH:58]=[C:59](C=CC=1)[O:60][CH2:61][CH2:62][O:63][Si:64]([C:67]([CH3:70])([CH3:69])[CH3:68])([CH3:66])[CH3:65]. No catalyst specified. The product is [C:1]([N:4]1[C:13]2[C:8](=[CH:9][C:10]([C:14]#[N:15])=[CH:11][CH:12]=2)[C@H:7]([NH:16][C:17]2[CH:22]=[CH:21][CH:20]=[C:59]([O:60][CH2:61][CH2:62][O:63][Si:64]([C:67]([CH3:70])([CH3:69])[CH3:68])([CH3:66])[CH3:65])[CH:58]=2)[C@@H:6]([CH3:32])[C@@H:5]1[CH:33]1[CH2:35][CH2:34]1)(=[O:3])[CH3:2]. The yield is 0.620. (7) The reactants are [CH3:1][N:2]1[CH2:7][CH2:6][C:5]([C:10]2[CH:15]=[CH:14][C:13]([F:16])=[CH:12][CH:11]=2)([C:8]#[N:9])[CH2:4][CH2:3]1.[H-].[H-].[H-].[H-].[Li+].[Al+3]. The catalyst is C1COCC1. The product is [CH3:1][N:2]1[CH2:3][CH2:4][C:5]([C:10]2[CH:11]=[CH:12][C:13]([F:16])=[CH:14][CH:15]=2)([CH2:8][NH2:9])[CH2:6][CH2:7]1. The yield is 0.890.